This data is from Forward reaction prediction with 1.9M reactions from USPTO patents (1976-2016). The task is: Predict the product of the given reaction. (1) Given the reactants [BH4-].[Na+].[CH2:3]([C@:5]12[CH2:29][C:28](=[O:30])[C@@:27]([OH:35])([C:31]([F:34])([F:33])[F:32])[CH2:26][C@@H:6]1[CH2:7][CH2:8][CH2:9][C:10]1[C:11]2=[CH:12][C:13]2[CH:14]=[N:15][N:16]([C:19]3[CH:24]=[CH:23][C:22]([F:25])=[CH:21][CH:20]=3)[C:17]=2[CH:18]=1)[CH3:4].[CH2:36]([C@@:38]12[CH2:62][C:61](=[O:63])[C@:60]([OH:68])([C:64]([F:67])([F:66])[F:65])[CH2:59][C@H:39]1[CH2:40][CH2:41][CH2:42][C:43]1[C:44]2=[CH:45][C:46]2[CH:47]=[N:48][N:49]([C:52]3[CH:57]=[CH:56][C:55]([F:58])=[CH:54][CH:53]=3)[C:50]=2[CH:51]=1)[CH3:37].C1COCC1, predict the reaction product. The product is: [CH2:3]([C@:5]12[CH2:29][C@H:28]([OH:30])[C@:27]([C:31]([F:34])([F:33])[F:32])([OH:35])[CH2:26][C@@H:6]1[CH2:7][CH2:8][CH2:9][C:10]1[C:11]2=[CH:12][C:13]2[CH:14]=[N:15][N:16]([C:19]3[CH:20]=[CH:21][C:22]([F:25])=[CH:23][CH:24]=3)[C:17]=2[CH:18]=1)[CH3:4].[CH2:36]([C@@:38]12[CH2:62][C@@H:61]([OH:63])[C@@:60]([C:64]([F:67])([F:66])[F:65])([OH:68])[CH2:59][C@H:39]1[CH2:40][CH2:41][CH2:42][C:43]1[C:44]2=[CH:45][C:46]2[CH:47]=[N:48][N:49]([C:52]3[CH:53]=[CH:54][C:55]([F:58])=[CH:56][CH:57]=3)[C:50]=2[CH:51]=1)[CH3:37]. (2) Given the reactants [CH2:1]([N:5]1[C:13](=[O:14])[C:12]2[N:11]([CH2:15][CH:16]=[CH2:17])[C:10]([C:18]([NH2:20])=O)=[N:9][C:8]=2[N:7]([CH2:21][CH2:22][CH2:23][CH3:24])[C:6]1=[O:25])[CH2:2][CH2:3][CH3:4].O=P(Cl)(Cl)Cl, predict the reaction product. The product is: [CH2:1]([N:5]1[C:13](=[O:14])[C:12]2[N:11]([CH2:15][CH:16]=[CH2:17])[C:10]([C:18]#[N:20])=[N:9][C:8]=2[N:7]([CH2:21][CH2:22][CH2:23][CH3:24])[C:6]1=[O:25])[CH2:2][CH2:3][CH3:4]. (3) Given the reactants [Cl:1][C:2]1[N:7]=[C:6]([C:8]([NH2:10])=[O:9])[CH:5]=[C:4](Cl)[N:3]=1.[NH:12]1[CH2:16][CH2:15][CH:14]([OH:17])[CH2:13]1, predict the reaction product. The product is: [Cl:1][C:2]1[N:7]=[C:6]([C:8]([NH2:10])=[O:9])[CH:5]=[C:4]([N:12]2[CH2:16][CH2:15][CH:14]([OH:17])[CH2:13]2)[N:3]=1. (4) Given the reactants [CH:1]1([CH2:4][O:5][C:6]2[CH:7]=[CH:8][C:9]3[C:13]([CH:14]=2)=[N:12][N:11]([C:15]2[CH:20]=[CH:19][C:18]([O:21][Si:22]([CH:29]([CH3:31])[CH3:30])([CH:26]([CH3:28])[CH3:27])[CH:23]([CH3:25])[CH3:24])=[CH:17][CH:16]=2)[C:10]=3I)[CH2:3][CH2:2]1.[CH3:33][N:34](C)C(=O)C, predict the reaction product. The product is: [CH:1]1([CH2:4][O:5][C:6]2[CH:7]=[CH:8][C:9]3[C:13]([CH:14]=2)=[N:12][N:11]([C:15]2[CH:20]=[CH:19][C:18]([O:21][Si:22]([CH:29]([CH3:31])[CH3:30])([CH:26]([CH3:28])[CH3:27])[CH:23]([CH3:25])[CH3:24])=[CH:17][CH:16]=2)[C:10]=3[C:33]#[N:34])[CH2:3][CH2:2]1.